From a dataset of Reaction yield outcomes from USPTO patents with 853,638 reactions. Predict the reaction yield, written as a fraction of the theoretical maximum amount of product (1.0 means a 100% yield; for example, 0.34 means a 34% yield). The reactants are [CH3:1][N:2]1[CH:7]=[CH:6][C:5]([CH:8]([C:14](=O)[CH3:15])[C:9]([O:11][CH2:12][CH3:13])=[O:10])=[C:4]([N+:17]([O-])=O)[C:3]1=[O:20].[Cl-].[NH4+]. The catalyst is C(O)C.O.[Fe]. The product is [CH3:15][C:14]1[NH:17][C:4]2[C:3](=[O:20])[N:2]([CH3:1])[CH:7]=[CH:6][C:5]=2[C:8]=1[C:9]([O:11][CH2:12][CH3:13])=[O:10]. The yield is 0.750.